Predict the product of the given reaction. From a dataset of Forward reaction prediction with 1.9M reactions from USPTO patents (1976-2016). (1) Given the reactants Br[C:2]1[CH:3]=[C:4]2[C:8](=[N:9][CH:10]=1)[NH:7][CH:6]=[CH:5]2.[CH3:11][O-:12].[Na+].O.[Cl-].[NH4+].[OH-].[NH4+], predict the reaction product. The product is: [CH3:11][O:12][C:2]1[CH:3]=[C:4]2[CH:5]=[CH:6][NH:7][C:8]2=[N:9][CH:10]=1. (2) Given the reactants Cl.[O:2]1CCOC[CH2:3]1.[CH2:8]([O:10][C:11]1[CH:12]=[CH:13][C:14]([F:27])=[C:15]([C:17]2[C:22]([CH3:23])=[C:21]([CH3:24])[N:20]=[C:19]([C:25]#N)[CH:18]=2)[CH:16]=1)[CH3:9].C[OH:29], predict the reaction product. The product is: [CH2:8]([O:10][C:11]1[CH:12]=[CH:13][C:14]([F:27])=[C:15]([C:17]2[C:22]([CH3:23])=[C:21]([CH3:24])[N:20]=[C:19]([C:25]([O:2][CH3:3])=[O:29])[CH:18]=2)[CH:16]=1)[CH3:9]. (3) Given the reactants [Na+].[I-:2].F[B-](F)(F)F.[F:8][S:9]([F:21])([F:20])([F:19])([F:18])[C:10]1[CH:15]=[CH:14][C:13]([N+]#N)=[CH:12][CH:11]=1.[C:22]1([O:28][CH3:29])[CH:27]=[CH:26][CH:25]=[CH:24][CH:23]=1.C([O-])([O-])=O.[Na+].[Na+], predict the reaction product. The product is: [I:2][C:13]1[CH:14]=[CH:15][C:10]([S:9]([F:21])([F:20])([F:19])([F:18])[F:8])=[CH:11][CH:12]=1.[CH3:29][O:28][C:22]1[CH:27]=[CH:26][CH:25]=[CH:24][C:23]=1[C:13]1[CH:14]=[CH:15][C:10]([S:9]([F:21])([F:20])([F:19])([F:18])[F:8])=[CH:11][CH:12]=1.[CH3:29][O:28][C:22]1[CH:23]=[C:24]([C:13]2[CH:14]=[CH:15][C:10]([S:9]([F:21])([F:20])([F:19])([F:18])[F:8])=[CH:11][CH:12]=2)[CH:25]=[CH:26][CH:27]=1. (4) Given the reactants [Cl-:1].[NH3+:2][CH2:3][CH2:4][CH2:5][CH2:6][C:7]([C:9]1[CH:10]=[NH+:11][CH:12]=[CH:13][CH:14]=1)=O.[Cl-].[C:16]1([C:22]2[O:26][C:25]([CH:27]=O)=[CH:24][CH:23]=2)[CH:21]=[CH:20][CH:19]=[CH:18][CH:17]=1, predict the reaction product. The product is: [ClH:1].[ClH:1].[C:16]1([C:22]2[O:26][C:25]([CH:27]=[C:6]3[CH2:5][CH2:4][CH2:3][N:2]=[C:7]3[C:9]3[CH:10]=[N:11][CH:12]=[CH:13][CH:14]=3)=[CH:24][CH:23]=2)[CH:21]=[CH:20][CH:19]=[CH:18][CH:17]=1. (5) Given the reactants CO[C:3]([C:5]1[C:17](=[O:18])[N:16]([CH2:19][C:20]2[CH:25]=[CH:24][C:23]([F:26])=[CH:22][CH:21]=2)[N:15]2[C:7](=[CH:8][C:9]3[C:14]2=[CH:13][CH:12]=[C:11]([F:27])[CH:10]=3)[C:6]=1[OH:28])=[O:4].[NH2:29][CH2:30][C:31]([O-:33])=[O:32].[Na+], predict the reaction product. The product is: [F:27][C:11]1[CH:10]=[C:9]2[C:14]([N:15]3[C:7](=[CH:8]2)[C:6]([OH:28])=[C:5]([C:3]([NH:29][CH2:30][C:31]([OH:33])=[O:32])=[O:4])[C:17](=[O:18])[N:16]3[CH2:19][C:20]2[CH:25]=[CH:24][C:23]([F:26])=[CH:22][CH:21]=2)=[CH:13][CH:12]=1. (6) Given the reactants [Cl:1][C:2]1[CH:3]=[C:4]([C:30]2[CH2:31][CH2:32][C:33](=[O:36])[NH:34][N:35]=2)[CH:5]=[CH:6][C:7]=1[O:8][CH2:9][C:10]([N:12]1[CH2:17][CH2:16][CH:15]([NH:18][CH2:19][C@H:20]([OH:29])[CH2:21][O:22][C:23]2[CH:28]=[CH:27][CH:26]=[CH:25][CH:24]=2)[CH2:14][CH2:13]1)=[O:11].[CH3:37]C1C=CC(O)=CC=1, predict the reaction product. The product is: [Cl:1][C:2]1[CH:3]=[C:4]([C:30]2[CH2:31][CH2:32][C:33](=[O:36])[NH:34][N:35]=2)[CH:5]=[CH:6][C:7]=1[O:8][CH2:9][C:10]([N:12]1[CH2:13][CH2:14][CH:15]([NH:18][CH2:19][CH:20]([OH:29])[CH2:21][O:22][C:23]2[CH:24]=[CH:25][C:26]([CH3:37])=[CH:27][CH:28]=2)[CH2:16][CH2:17]1)=[O:11].